This data is from Reaction yield outcomes from USPTO patents with 853,638 reactions. The task is: Predict the reaction yield, written as a fraction of the theoretical maximum amount of product (1.0 means a 100% yield; for example, 0.34 means a 34% yield). (1) The reactants are [F:1][C:2]1[C:7]([CH3:8])=[CH:6][C:5]([S:9](Cl)(=[O:11])=[O:10])=[C:4]([N+:13]([O-:15])=[O:14])[CH:3]=1.[NH2:16][C:17]1[CH:18]=[CH:19][CH:20]=[C:21]2[C:26]=1[N:25]=[CH:24][CH:23]=[CH:22]2.N1C=CC=CC=1. The catalyst is CN(C1C=CN=CC=1)C.C(Cl)Cl. The product is [F:1][C:2]1[C:7]([CH3:8])=[CH:6][C:5]([S:9]([NH:16][C:17]2[CH:18]=[CH:19][CH:20]=[C:21]3[C:26]=2[N:25]=[CH:24][CH:23]=[CH:22]3)(=[O:11])=[O:10])=[C:4]([N+:13]([O-:15])=[O:14])[CH:3]=1. The yield is 0.520. (2) The reactants are [F:1][C:2]1[CH:3]=[C:4]([CH:31]=[CH:32][C:33]=1[NH:34][C:35]([C:37]1([C:40](=[O:49])[NH:41][C:42]2[CH:47]=[CH:46][C:45]([F:48])=[CH:44][CH:43]=2)[CH2:39][CH2:38]1)=[O:36])[O:5][C:6]1[CH:11]=[CH:10][N:9]=[C:8]([N:12](C(OC2C=CC=CC=2)=O)[C:13](=O)[O:14]C2C=CC=CC=2)[CH:7]=1.Cl.Cl.[CH3:52][N:53]([CH3:60])[CH:54]1[CH2:59][CH2:58][NH:57][CH2:56][CH2:55]1.C(N(CC)CC)C.O. The catalyst is CN(C)C=O. The product is [CH3:52][N:53]([CH3:60])[CH:54]1[CH2:59][CH2:58][N:57]([C:13]([NH:12][C:8]2[CH:7]=[C:6]([O:5][C:4]3[CH:31]=[CH:32][C:33]([NH:34][C:35]([C:37]4([C:40]([NH:41][C:42]5[CH:47]=[CH:46][C:45]([F:48])=[CH:44][CH:43]=5)=[O:49])[CH2:38][CH2:39]4)=[O:36])=[C:2]([F:1])[CH:3]=3)[CH:11]=[CH:10][N:9]=2)=[O:14])[CH2:56][CH2:55]1. The yield is 0.705.